Task: Regression. Given a peptide amino acid sequence and an MHC pseudo amino acid sequence, predict their binding affinity value. This is MHC class II binding data.. Dataset: Peptide-MHC class II binding affinity with 134,281 pairs from IEDB The peptide sequence is LQYGWKTWGKNLVFS. The MHC is DRB5_0101 with pseudo-sequence DRB5_0101. The binding affinity (normalized) is 0.851.